Predict which catalyst facilitates the given reaction. From a dataset of Catalyst prediction with 721,799 reactions and 888 catalyst types from USPTO. Reactant: [CH:1]([C:3]1[CH:8]=[CH:7][C:6]([C:9]2[CH:14]=[CH:13][C:12]([CH:15]([CH3:24])[CH2:16][NH:17][S:18]([CH:21]([CH3:23])[CH3:22])(=[O:20])=[O:19])=[CH:11][CH:10]=2)=[CH:5][CH:4]=1)=[O:2].[BH4-].[Na+]. Product: [OH:2][CH2:1][C:3]1[CH:8]=[CH:7][C:6]([C:9]2[CH:14]=[CH:13][C:12]([CH:15]([CH3:24])[CH2:16][NH:17][S:18]([CH:21]([CH3:23])[CH3:22])(=[O:20])=[O:19])=[CH:11][CH:10]=2)=[CH:5][CH:4]=1. The catalyst class is: 8.